From a dataset of Retrosynthesis with 50K atom-mapped reactions and 10 reaction types from USPTO. Predict the reactants needed to synthesize the given product. Given the product COC(=O)[C@H](CC(C)C)NC(=O)[C@@H](Cc1c[nH]c2ccccc12)NC(=O)[C@H](Cc1ccc(O)cc1)NC(=O)[C@@H](N)CO, predict the reactants needed to synthesize it. The reactants are: COC(=O)[C@H](CC(C)C)NC(=O)[C@@H](Cc1c[nH]c2ccccc12)NC(=O)[C@H](Cc1ccc(O)cc1)NC(=O)[C@H](CO)NC(=O)OCc1ccccc1.